The task is: Predict the product of the given reaction.. This data is from Forward reaction prediction with 1.9M reactions from USPTO patents (1976-2016). (1) Given the reactants [C:1](O)(=O)C.[Cl:5][C:6]1[CH:31]=[CH:30][C:9]2[N:10]3[C:14]([CH2:15][NH:16][CH2:17][C:8]=2[CH:7]=1)=[N:13][N:12]=[C:11]3[CH:18]1[CH2:23][CH2:22][N:21]([C:24]2[CH:29]=[CH:28][CH:27]=[CH:26][N:25]=2)[CH2:20][CH2:19]1.C=O.C(O[BH-](OC(=O)C)OC(=O)C)(=O)C.[Na+], predict the reaction product. The product is: [ClH:5].[ClH:5].[ClH:5].[Cl:5][C:6]1[CH:31]=[CH:30][C:9]2[N:10]3[C:14]([CH2:15][N:16]([CH3:1])[CH2:17][C:8]=2[CH:7]=1)=[N:13][N:12]=[C:11]3[CH:18]1[CH2:19][CH2:20][N:21]([C:24]2[CH:29]=[CH:28][CH:27]=[CH:26][N:25]=2)[CH2:22][CH2:23]1. (2) Given the reactants [Cl:1][C:2]1[CH:9]=[C:8]([NH:10][C@H:11]2[CH2:15][CH2:14][N:13]([CH2:16][C:17]3[O:18][C:19]([CH3:22])=[CH:20][CH:21]=3)[CH2:12]2)[CH:7]=[CH:6][C:3]=1[C:4]#[N:5].Br[CH2:24][C:25]1[CH:30]=[CH:29][CH:28]=[CH:27][C:26]=1[Cl:31], predict the reaction product. The product is: [Cl:1][C:2]1[CH:9]=[C:8]([N:10]([CH2:24][C:25]2[CH:30]=[CH:29][CH:28]=[CH:27][C:26]=2[Cl:31])[C@H:11]2[CH2:15][CH2:14][N:13]([CH2:16][C:17]3[O:18][C:19]([CH3:22])=[CH:20][CH:21]=3)[CH2:12]2)[CH:7]=[CH:6][C:3]=1[C:4]#[N:5]. (3) The product is: [Cl:8][C:5]1[CH:6]=[CH:7][C:2]([N:1]2[C:14]([CH3:15])=[CH:13][CH:9]=[C:10]2[CH3:12])=[N:3][CH:4]=1. Given the reactants [NH2:1][C:2]1[CH:7]=[CH:6][C:5]([Cl:8])=[CH:4][N:3]=1.[CH2:9]([CH2:13][C:14](=O)[CH3:15])[C:10]([CH3:12])=O.C1(C)C=CC(S(O)(=O)=O)=CC=1, predict the reaction product. (4) Given the reactants [Cl:1][C:2]1[CH:3]=[N:4][C:5]([N:24]2[CH2:27][CH:26]([O:28][C:29]3[CH:34]=[CH:33][CH:32]=[C:31]([N:35]4[CH2:40][CH2:39][NH:38][CH2:37][CH2:36]4)[CH:30]=3)[CH2:25]2)=[C:6]([CH:23]=1)[C:7]([NH:9][C:10]1([C:13]2[CH:22]=[CH:21][C:16]([C:17]([O:19]C)=[O:18])=[CH:15][CH:14]=2)[CH2:12][CH2:11]1)=[O:8].[OH-].[Na+].Cl, predict the reaction product. The product is: [Cl:1][C:2]1[CH:3]=[N:4][C:5]([N:24]2[CH2:27][CH:26]([O:28][C:29]3[CH:34]=[CH:33][CH:32]=[C:31]([N:35]4[CH2:40][CH2:39][NH:38][CH2:37][CH2:36]4)[CH:30]=3)[CH2:25]2)=[C:6]([CH:23]=1)[C:7]([NH:9][C:10]1([C:13]2[CH:22]=[CH:21][C:16]([C:17]([OH:19])=[O:18])=[CH:15][CH:14]=2)[CH2:12][CH2:11]1)=[O:8]. (5) Given the reactants CB1N2CCC[C@@H]2C(C2C=CC=CC=2)(C2C=CC=CC=2)O1.C1(C)C=CC=CC=1.[C:29]([C:32]1[C:33]([Cl:52])=[C:34]([O:38][CH:39]2[CH2:44][CH2:43][N:42]([C:45]([O:47][C:48]([CH3:51])([CH3:50])[CH3:49])=[O:46])[CH2:41][CH2:40]2)[CH:35]=[CH:36][CH:37]=1)(=[O:31])[CH3:30].CO, predict the reaction product. The product is: [Cl:52][C:33]1[C:32]([C@@H:29]([OH:31])[CH3:30])=[CH:37][CH:36]=[CH:35][C:34]=1[O:38][CH:39]1[CH2:44][CH2:43][N:42]([C:45]([O:47][C:48]([CH3:49])([CH3:51])[CH3:50])=[O:46])[CH2:41][CH2:40]1. (6) Given the reactants [C:1]([O:5][C:6](=[O:20])[NH:7][CH2:8][CH2:9][C:10]1[C:15]2[C:16]([CH3:19])=[CH:17][O:18][C:14]=2[CH:13]=[CH:12][CH:11]=1)([CH3:4])([CH3:3])[CH3:2].[Se](=O)=[O:22], predict the reaction product. The product is: [C:1]([O:5][C:6](=[O:20])[NH:7][CH2:8][CH2:9][C:10]1[C:15]2[C:16]([CH2:19][OH:22])=[CH:17][O:18][C:14]=2[CH:13]=[CH:12][CH:11]=1)([CH3:4])([CH3:3])[CH3:2].